Predict the reactants needed to synthesize the given product. From a dataset of Full USPTO retrosynthesis dataset with 1.9M reactions from patents (1976-2016). Given the product [CH:25]1([NH:1][C@H:2]2[CH2:7][CH2:6][CH2:5][CH2:4][C@H:3]2[NH:8][C:9](=[O:24])[C:10]2[C:15]([S:16][CH3:17])=[CH:14][C:13]([C:18]([F:20])([F:21])[F:19])=[CH:12][C:11]=2[O:22][CH3:23])[CH2:28][CH2:27][CH2:26]1, predict the reactants needed to synthesize it. The reactants are: [NH2:1][C@H:2]1[CH2:7][CH2:6][CH2:5][CH2:4][C@H:3]1[NH:8][C:9](=[O:24])[C:10]1[C:15]([S:16][CH3:17])=[CH:14][C:13]([C:18]([F:21])([F:20])[F:19])=[CH:12][C:11]=1[O:22][CH3:23].[C:25]1(=O)[CH2:28][CH2:27][CH2:26]1.